This data is from Reaction yield outcomes from USPTO patents with 853,638 reactions. The task is: Predict the reaction yield, written as a fraction of the theoretical maximum amount of product (1.0 means a 100% yield; for example, 0.34 means a 34% yield). (1) The reactants are [F:1][C:2]1[CH:7]=[CH:6][CH:5]=[C:4]([F:8])[C:3]=1[C:9]1[NH:10][C:11]2[CH:17]=[CH:16][CH:15]=[CH:14][C:12]=2[N:13]=1.[H-].[Na+].[C:20]1([S:26](Cl)(=[O:28])=[O:27])[CH:25]=[CH:24][CH:23]=[CH:22][CH:21]=1. The catalyst is C1COCC1.C(OC(=O)C)C. The product is [C:20]1([S:26]([N:13]2[C:12]3[CH:14]=[CH:15][CH:16]=[CH:17][C:11]=3[N:10]=[C:9]2[C:3]2[C:4]([F:8])=[CH:5][CH:6]=[CH:7][C:2]=2[F:1])(=[O:28])=[O:27])[CH:25]=[CH:24][CH:23]=[CH:22][CH:21]=1. The yield is 0.830. (2) The reactants are I[C:2]1[N:3]=[C:4]2[C:10]3[CH:11]=[CH:12][C:13]([C:15]([O:17][CH3:18])=[O:16])=[CH:14][C:9]=3[O:8][CH2:7][CH2:6][N:5]2[CH:19]=1.[CH:20]([N:23]1[CH:27]=[N:26][CH:25]=[N:24]1)([CH3:22])[CH3:21].C(=O)([O-])[O-].[Cs+].[Cs+].[OH-].[NH4+].O. The catalyst is [Cu]I.CC([O-])=O.CC([O-])=O.[Pd+2].CCOC(C)=O.CN(C=O)C. The product is [CH:20]([N:23]1[C:27]([C:2]2[N:3]=[C:4]3[C:10]4[CH:11]=[CH:12][C:13]([C:15]([O:17][CH3:18])=[O:16])=[CH:14][C:9]=4[O:8][CH2:7][CH2:6][N:5]3[CH:19]=2)=[N:26][CH:25]=[N:24]1)([CH3:22])[CH3:21]. The yield is 0.280. (3) The reactants are [C:1]([O:4][C@H:5]1[C@H:11]([O:12][C:13](=[O:15])[CH3:14])[C@@H:10]([O:16][C:17](=[O:19])[CH3:18])[C@:9]2([C:21]3[CH:26]=[CH:25][C:24]([Cl:27])=[C:23]([CH2:28][C:29]4[CH:34]=[CH:33][C:32]([O:35]C5C(=O)CCC=5)=[CH:31][CH:30]=4)[CH:22]=3)[O:20][C@@:6]1([CH2:42][O:43][C:44](=[O:46])[CH3:45])[CH2:7][O:8]2)(=[O:3])[CH3:2].[N:47]1[CH:52]=[CH:51][CH:50]=[CH:49][CH:48]=1.[CH2:53]([OH:55])C. The catalyst is C(OC(=O)C)C. The product is [C:1]([O:4][C@H:5]1[C@H:11]([O:12][C:13](=[O:15])[CH3:14])[C@@H:10]([O:16][C:17](=[O:19])[CH3:18])[C@:9]2([C:21]3[CH:26]=[CH:25][C:24]([Cl:27])=[C:23]([CH2:28][C:29]4[CH:30]=[CH:31][C:32]([O:35][C:48]5[C:52](=[N:47][O:55][CH3:53])[CH2:51][CH2:50][CH:49]=5)=[CH:33][CH:34]=4)[CH:22]=3)[O:20][C@@:6]1([CH2:42][O:43][C:44](=[O:46])[CH3:45])[CH2:7][O:8]2)(=[O:3])[CH3:2]. The yield is 0.702. (4) The reactants are C([O:4][CH2:5][CH2:6][CH2:7][CH2:8][CH2:9][CH2:10][CH2:11][CH2:12][O:13][C:14]1[CH:19]=[CH:18][CH:17]=[C:16]([NH2:20])[C:15]=1[C:21]#[N:22])(=O)C.[S:23](Cl)(=[O:26])(=[O:25])N.[N:28]1C=CC=CC=1.[OH-].[Na+]. The catalyst is CC(N(C)C)=O. The product is [NH2:28][C:21]1[C:15]2[C:14]([O:13][CH2:12][CH2:11][CH2:10][CH2:9][CH2:8][CH2:7][CH2:6][CH2:5][OH:4])=[CH:19][CH:18]=[CH:17][C:16]=2[NH:20][S:23](=[O:26])(=[O:25])[N:22]=1. The yield is 0.573. (5) The yield is 0.990. The product is [Cl:26][C:23]1[CH:22]=[CH:21][C:20]([NH:27][C:28]([CH:30]2[CH2:31][CH2:32]2)=[O:29])=[C:19]2[C:24]=1[CH2:25][N:17]([C@@H:5]([C:6]1[CH:11]=[CH:10][C:9]([O:12][CH3:13])=[C:8]([O:14][CH2:15][CH3:16])[CH:7]=1)[CH2:4][C:3]([OH:34])=[O:2])[C:18]2=[O:33]. The reactants are C[O:2][C:3](=[O:34])[CH2:4][C@@H:5]([N:17]1[CH2:25][C:24]2[C:19](=[C:20]([NH:27][C:28]([CH:30]3[CH2:32][CH2:31]3)=[O:29])[CH:21]=[CH:22][C:23]=2[Cl:26])[C:18]1=[O:33])[C:6]1[CH:11]=[CH:10][C:9]([O:12][CH3:13])=[C:8]([O:14][CH2:15][CH3:16])[CH:7]=1.[OH-].[Na+].O. The catalyst is C1COCC1. (6) The reactants are [C:1]([O:5][C:6]([N:8]1[CH2:13][CH2:12][CH:11]([CH2:14][C:15]([OH:17])=O)[CH2:10][CH2:9]1)=[O:7])([CH3:4])([CH3:3])[CH3:2].C(Cl)(=O)C([Cl:21])=O.CN(C=O)C. The catalyst is C(Cl)Cl. The product is [Cl:21][C:15](=[O:17])[CH2:14][CH:11]1[CH2:12][CH2:13][N:8]([C:6]([O:5][C:1]([CH3:4])([CH3:3])[CH3:2])=[O:7])[CH2:9][CH2:10]1. The yield is 1.00. (7) The reactants are [F:1][C:2]1[CH:7]=[CH:6][CH:5]=[CH:4][C:3]=1[NH:8][NH:9][C:10](=[O:18])[C:11]1[CH:16]=[CH:15][CH:14]=[CH:13][C:12]=1N.N([O-])=O.[Na+]. The catalyst is C(O)C.Cl.O. The product is [F:1][C:2]1[CH:7]=[CH:6][CH:5]=[CH:4][C:3]=1[N:8]1[C:16]2[C:11](=[CH:12][CH:13]=[CH:14][CH:15]=2)[C:10]([OH:18])=[N:9]1. The yield is 0.940. (8) The reactants are C1COCC1.CO.[CH3:8][O:9][C:10]1[CH:11]=[CH:12][C:13]([C:18]2[C:23]([N:24]3[CH2:29][CH2:28][N:27]([C:30]4[CH:35]=[CH:34][C:33]([O:36][CH3:37])=[CH:32][CH:31]=4)[CH2:26][CH2:25]3)=[CH:22][CH:21]=[C:20]([O:38][CH3:39])[N:19]=2)=[C:14]([CH:17]=1)[CH:15]=[O:16].[BH4-].[Na+]. The catalyst is O. The product is [CH3:8][O:9][C:10]1[CH:11]=[CH:12][C:13]([C:18]2[C:23]([N:24]3[CH2:25][CH2:26][N:27]([C:30]4[CH:35]=[CH:34][C:33]([O:36][CH3:37])=[CH:32][CH:31]=4)[CH2:28][CH2:29]3)=[CH:22][CH:21]=[C:20]([O:38][CH3:39])[N:19]=2)=[C:14]([CH2:15][OH:16])[CH:17]=1. The yield is 0.710. (9) The reactants are Cl[CH2:2][C:3]1[N:7]=[C:6]([C:8]2[CH:13]=[CH:12][CH:11]=[C:10]([Cl:14])[CH:9]=2)[O:5][N:4]=1.[Li+].[Br-:16].CC(=O)OCC. The catalyst is C1COCC1. The product is [Br:16][CH2:2][C:3]1[N:7]=[C:6]([C:8]2[CH:13]=[CH:12][CH:11]=[C:10]([Cl:14])[CH:9]=2)[O:5][N:4]=1. The yield is 0.850.